From a dataset of Full USPTO retrosynthesis dataset with 1.9M reactions from patents (1976-2016). Predict the reactants needed to synthesize the given product. (1) Given the product [CH3:24][C:25]1[N:26]([CH2:30][CH2:31][NH2:32])[CH:27]=[CH:28][N:29]=1, predict the reactants needed to synthesize it. The reactants are: N1(CCNC(=O)/C=C/C2C=CC=CC=2F)C2C=CC=CC=2N=C1.[CH3:24][C:25]1[N:26]([CH2:30][CH2:31][N:32]2C(=O)C3C(=CC=CC=3)C2=O)[CH:27]=[CH:28][N:29]=1.O.NN. (2) Given the product [OH:6][C:7]1[CH:8]=[CH:9][C:10]([CH:11]([CH:12]2[C:13](=[O:21])[O:14][C:15]([CH3:20])([CH3:19])[O:16][C:17]2=[O:18])[C:1]#[C:2][CH3:3])=[CH:22][CH:23]=1, predict the reactants needed to synthesize it. The reactants are: [C:1]([Mg]Br)#[C:2][CH3:3].[OH:6][C:7]1[CH:23]=[CH:22][C:10]([CH:11]=[C:12]2[C:17](=[O:18])[O:16][C:15]([CH3:20])([CH3:19])[O:14][C:13]2=[O:21])=[CH:9][CH:8]=1. (3) Given the product [Cl:1][C:2]1[N:7]=[N:6][C:5]([C:8]([Cl:14])=[O:10])=[CH:4][CH:3]=1, predict the reactants needed to synthesize it. The reactants are: [Cl:1][C:2]1[N:7]=[N:6][C:5]([C:8]([OH:10])=O)=[CH:4][CH:3]=1.C(Cl)(=O)C([Cl:14])=O. (4) Given the product [CH2:25]([N:27]1[CH2:32][CH2:31][N:30]([C:19]([C:18]2[CH:22]=[CH:23][C:15]([N:12]3[C:13]([OH:14])=[C:9]([C:6]4[CH:7]=[CH:8][C:3]([C:1]#[N:2])=[CH:4][C:5]=4[CH3:24])[CH:10]=[N:11]3)=[N:16][CH:17]=2)=[O:21])[CH2:29][C:28]1([CH3:34])[CH3:33])[CH3:26], predict the reactants needed to synthesize it. The reactants are: [C:1]([C:3]1[CH:8]=[CH:7][C:6]([C:9]2[CH:10]=[N:11][N:12]([C:15]3[CH:23]=[CH:22][C:18]([C:19]([OH:21])=O)=[CH:17][N:16]=3)[C:13]=2[OH:14])=[C:5]([CH3:24])[CH:4]=1)#[N:2].[CH2:25]([N:27]1[CH2:32][CH2:31][NH:30][CH2:29][C:28]1([CH3:34])[CH3:33])[CH3:26]. (5) Given the product [Br:19][CH2:17][C:16]([C:6]1[CH:7]=[C:8]([S:10]([F:11])([F:12])([F:13])([F:15])[F:14])[CH:9]=[C:4]([O:3][CH2:1][CH3:2])[CH:5]=1)=[O:18], predict the reactants needed to synthesize it. The reactants are: [CH2:1]([O:3][C:4]1[CH:5]=[C:6]([C:16](=[O:18])[CH3:17])[CH:7]=[C:8]([S:10]([F:15])([F:14])([F:13])([F:12])[F:11])[CH:9]=1)[CH3:2].[Br-:19].[Br-].[Br-].C1([N+](C)(C)C)C=CC=CC=1.C1([N+](C)(C)C)C=CC=CC=1.C1([N+](C)(C)C)C=CC=CC=1.